Dataset: Forward reaction prediction with 1.9M reactions from USPTO patents (1976-2016). Task: Predict the product of the given reaction. Given the reactants C([O:3][C:4]([C:6]1([S:28]([C:31]2[CH:36]=[CH:35][C:34]([O:37][CH3:38])=[CH:33][CH:32]=2)(=[O:30])=[O:29])[CH2:11][CH2:10][N:9]([CH2:12][C:13]2[CH:18]=[CH:17][C:16]([O:19][CH2:20][CH2:21][N:22]3[CH2:27][CH2:26][CH2:25][CH2:24][CH2:23]3)=[CH:15][CH:14]=2)[CH2:8][CH2:7]1)=[O:5])C, predict the reaction product. The product is: [CH3:38][O:37][C:34]1[CH:35]=[CH:36][C:31]([S:28]([C:6]2([C:4]([OH:5])=[O:3])[CH2:11][CH2:10][N:9]([CH2:12][C:13]3[CH:18]=[CH:17][C:16]([O:19][CH2:20][CH2:21][N:22]4[CH2:27][CH2:26][CH2:25][CH2:24][CH2:23]4)=[CH:15][CH:14]=3)[CH2:8][CH2:7]2)(=[O:29])=[O:30])=[CH:32][CH:33]=1.